From a dataset of Full USPTO retrosynthesis dataset with 1.9M reactions from patents (1976-2016). Predict the reactants needed to synthesize the given product. (1) Given the product [OH2:2].[OH2:2].[OH2:2].[OH2:2].[OH2:2].[OH2:2].[OH2:2].[S:1]([O-:5])([O-:4])(=[O:3])=[O:2].[Mg+2:6], predict the reactants needed to synthesize it. The reactants are: [S:1]([O-:5])([O-:4])(=[O:3])=[O:2].[Mg+2:6]. (2) The reactants are: [CH3:1][CH:2]([CH3:4])[O-:3].[Na+].[Cl:6][C:7]1[CH:12]=[C:11](Cl)[C:10]([N+:14]([O-:16])=[O:15])=[CH:9][N:8]=1.O. Given the product [Cl:6][C:7]1[CH:12]=[C:11]([O:3][CH:2]([CH3:4])[CH3:1])[C:10]([N+:14]([O-:16])=[O:15])=[CH:9][N:8]=1, predict the reactants needed to synthesize it. (3) Given the product [N:3]1([CH2:6][CH2:7][C:36]([OH:34])=[O:37])[C:4]2[C:20](=[CH:19][CH:18]=[CH:17][CH:5]=2)[CH2:21][CH2:2][CH2:1]1, predict the reactants needed to synthesize it. The reactants are: [CH2:1]([N:3]([CH2:6][CH3:7])[CH2:4][CH3:5])[CH3:2].CN(C(ON1N=N[C:18]2[CH:19]=[CH:20][CH:21]=N[C:17]1=2)=[N+](C)C)C.F[P-](F)(F)(F)(F)F.CS(C)=[O:34].[CH3:36][OH:37]. (4) Given the product [CH2:3]([NH:10][CH:11]([CH3:17])[CH:12]([O:15][CH3:16])[O:13][CH3:14])[C:4]1[CH:9]=[CH:8][CH:7]=[CH:6][CH:5]=1, predict the reactants needed to synthesize it. The reactants are: [BH4-].[Na+].[CH2:3]([N:10]=[C:11]([CH3:17])[CH:12]([O:15][CH3:16])[O:13][CH3:14])[C:4]1[CH:9]=[CH:8][CH:7]=[CH:6][CH:5]=1. (5) Given the product [Cl:34][C:29]1[CH:28]=[C:27]([CH:32]=[CH:31][C:30]=1[Cl:33])[CH2:26][O:25][C:21]1[CH:20]=[C:19]([C@H:17]2[CH2:16][O:15][C:11]3=[CH:12][C:13]4[CH2:14][C@@H:5]([C:3]([OH:4])=[O:2])[N:6]([C@H:35]([C:38]5[CH:43]=[CH:42][CH:41]=[CH:40][CH:39]=5)[CH2:36][CH3:37])[CH2:7][C:8]=4[CH:9]=[C:10]3[O:18]2)[CH:24]=[CH:23][CH:22]=1, predict the reactants needed to synthesize it. The reactants are: C[O:2][C:3]([C@@H:5]1[CH2:14][C:13]2[CH:12]=[C:11]3[O:15][CH2:16][C@H:17]([C:19]4[CH:24]=[CH:23][CH:22]=[C:21]([O:25][CH2:26][C:27]5[CH:32]=[CH:31][C:30]([Cl:33])=[C:29]([Cl:34])[CH:28]=5)[CH:20]=4)[O:18][C:10]3=[CH:9][C:8]=2[CH2:7][N:6]1[C@H:35]([C:38]1[CH:43]=[CH:42][CH:41]=[CH:40][CH:39]=1)[CH2:36][CH3:37])=[O:4].[OH-].[K+].Cl. (6) Given the product [Br:44][C:45]1[C:46]([O:52][CH3:53])=[CH:47][C:48]([OH:51])=[C:49]([C:4]2([OH:17])[C:3]3[C:7](=[CH:8][CH:9]=[CH:10][CH:2]=3)[N:6]([CH2:11][CH2:12][CH2:13][CH2:14][CH3:15])[C:5]2=[O:16])[CH:50]=1, predict the reactants needed to synthesize it. The reactants are: Br[C:2]1[CH:10]=[CH:9][CH:8]=[C:7]2[C:3]=1[C:4](=[O:17])[C:5](=[O:16])[N:6]2[CH2:11][CH2:12][CH2:13][CH2:14][CH3:15].C(N1C2C(=CC=CC=2)C(=O)C1=O)CCCC.O1C2C=CC(O)=CC=2OC1.[Br:44][C:45]1[CH:50]=[CH:49][C:48]([OH:51])=[CH:47][C:46]=1[O:52][CH3:53]. (7) Given the product [CH3:10][C:4]1[CH:5]=[C:6]([CH3:9])[CH:7]=[CH:8][C:3]=1[C:2]1([C:11]2[CH:16]=[CH:15][CH:14]=[CH:13][CH:12]=2)[CH2:27][NH:26][CH2:25][CH2:24][N:23]1[CH3:28], predict the reactants needed to synthesize it. The reactants are: Cl[CH:2]([C:11]1[CH:16]=[CH:15][CH:14]=[CH:13][CH:12]=1)[C:3]1[CH:8]=[CH:7][C:6]([CH3:9])=[CH:5][C:4]=1[CH3:10].C([O-])([O-])=O.[K+].[K+].[NH:23]1[CH2:28][CH2:27][NH:26][CH2:25][CH2:24]1. (8) The reactants are: [Br:1]N1C(=O)CCC1=O.[F:9][C:10]1[CH:11]=[C:12]([N:18]2[CH:22]=[CH:21][CH:20]=[N:19]2)[CH:13]=[CH:14][C:15]=1[O:16][CH3:17]. Given the product [Br:1][C:21]1[CH:20]=[N:19][N:18]([C:12]2[CH:13]=[CH:14][C:15]([O:16][CH3:17])=[C:10]([F:9])[CH:11]=2)[CH:22]=1, predict the reactants needed to synthesize it. (9) Given the product [NH2:8][C:7]1[CH:6]=[CH:5][C:4]([C:11]2[CH:12]=[CH:13][C:14]([C:17](=[O:26])[CH2:18][C:19]([CH3:24])([CH3:25])[C:20]([O:22][CH3:23])=[O:21])=[CH:15][CH:16]=2)=[CH:3][C:2]=1[F:1], predict the reactants needed to synthesize it. The reactants are: [F:1][C:2]1[CH:3]=[C:4]([C:11]2[CH:16]=[CH:15][C:14]([C:17](=[O:26])[CH2:18][C:19]([CH3:25])([CH3:24])[C:20]([O:22][CH3:23])=[O:21])=[CH:13][CH:12]=2)[CH:5]=[CH:6][C:7]=1[NH:8]C=O.Cl. (10) Given the product [N:3]1[CH:8]=[CH:7][CH:6]=[CH:5][C:4]=1[C:9]#[C:10][CH2:11][CH2:12][C:13]([OH:15])=[O:14], predict the reactants needed to synthesize it. The reactants are: [OH-].[Na+].[N:3]1[CH:8]=[CH:7][CH:6]=[CH:5][C:4]=1[C:9]#[C:10][CH2:11][CH2:12][C:13]([O:15]CC)=[O:14].Cl.